From a dataset of Full USPTO retrosynthesis dataset with 1.9M reactions from patents (1976-2016). Predict the reactants needed to synthesize the given product. (1) Given the product [CH2:1]([N:3]([CH2:4][C:5]1[CH:6]=[CH:7][C:8]([N:11]([CH3:20])[CH2:12][CH2:13][N:14]2[CH2:19][CH2:18][CH2:17][CH2:16][CH2:15]2)=[CH:9][CH:10]=1)[C:21]1[CH:26]=[C:25]([OH:27])[CH:24]=[CH:23][C:22]=1[CH:29]1[CH2:38][CH2:37][C:36]2[CH:35]=[C:34]([OH:39])[CH:33]=[CH:32][C:31]=2[CH2:30]1)[CH3:2], predict the reactants needed to synthesize it. The reactants are: [CH2:1]([N:3]([C:21]1[CH:26]=[C:25]([O:27]C)[CH:24]=[CH:23][C:22]=1[CH:29]1[CH2:38][CH2:37][C:36]2[C:31](=[CH:32][CH:33]=[C:34]([O:39]C)[CH:35]=2)[CH2:30]1)[CH2:4][C:5]1[CH:10]=[CH:9][C:8]([N:11]([CH3:20])[CH2:12][CH2:13][N:14]2[CH2:19][CH2:18][CH2:17][CH2:16][CH2:15]2)=[CH:7][CH:6]=1)[CH3:2].B(Br)(Br)Br.CO.C(=O)(O)[O-].[Na+]. (2) Given the product [OH:4][CH2:5][C:6]1[C:11]([CH3:12])=[C:10]([O:13][CH3:14])[C:9]([O:15][CH2:16][C:17]2[CH:22]=[CH:21][CH:20]=[CH:19][CH:18]=2)=[CH:8][N:7]=1, predict the reactants needed to synthesize it. The reactants are: C([O:4][CH2:5][C:6]1[C:11]([CH3:12])=[C:10]([O:13][CH3:14])[C:9]([O:15][CH2:16][C:17]2[CH:22]=[CH:21][CH:20]=[CH:19][CH:18]=2)=[CH:8][N:7]=1)(=O)C.C[O-].[Na+].